From a dataset of CYP1A2 inhibition data for predicting drug metabolism from PubChem BioAssay. Regression/Classification. Given a drug SMILES string, predict its absorption, distribution, metabolism, or excretion properties. Task type varies by dataset: regression for continuous measurements (e.g., permeability, clearance, half-life) or binary classification for categorical outcomes (e.g., BBB penetration, CYP inhibition). Dataset: cyp1a2_veith. The molecule is Cc1cc(N2CCOCC2)ncc1[N+](=O)[O-]. The result is 1 (inhibitor).